Dataset: Full USPTO retrosynthesis dataset with 1.9M reactions from patents (1976-2016). Task: Predict the reactants needed to synthesize the given product. Given the product [NH2:27][CH2:28][C:29]1[N:25]=[C:12]([N:11]([C:8]2[CH:9]=[CH:10][C:5]([O:4][CH2:2][CH3:3])=[C:6]([F:13])[CH:7]=2)[CH3:34])[C:19]2[C:20](=[CH:21][CH:22]=[CH:17][CH:18]=2)[N:23]=1, predict the reactants needed to synthesize it. The reactants are: Cl.[CH2:2]([O:4][C:5]1[CH:10]=[CH:9][C:8]([NH:11][CH3:12])=[CH:7][C:6]=1[F:13])[CH3:3].C(O[C:17]1[CH:22]=[CH:21][C:20]([NH2:23])=[CH:19][C:18]=1F)C.[NH:25]1[C:29]2C=CC=C[C:28]=2[N:27]=N1.[CH2:34]=O.[BH4-].[Na+].